Dataset: TCR-epitope binding with 47,182 pairs between 192 epitopes and 23,139 TCRs. Task: Binary Classification. Given a T-cell receptor sequence (or CDR3 region) and an epitope sequence, predict whether binding occurs between them. (1) The epitope is QASQEVKNW. The TCR CDR3 sequence is CASKQGYDSFTGELFF. Result: 0 (the TCR does not bind to the epitope). (2) The epitope is LLWNGPMAV. The TCR CDR3 sequence is CASSPGLAYEQYF. Result: 1 (the TCR binds to the epitope). (3) The epitope is FLLNKEMYL. The TCR CDR3 sequence is CASSYDSRPYEQYF. Result: 0 (the TCR does not bind to the epitope). (4) The epitope is KLWAQCVQL. The TCR CDR3 sequence is CASSSSRGGRNTGELFF. Result: 0 (the TCR does not bind to the epitope). (5) The epitope is NEGVKAAW. The TCR CDR3 sequence is CASSVVAGPYNEQFF. Result: 1 (the TCR binds to the epitope).